This data is from Reaction yield outcomes from USPTO patents with 853,638 reactions. The task is: Predict the reaction yield, written as a fraction of the theoretical maximum amount of product (1.0 means a 100% yield; for example, 0.34 means a 34% yield). (1) The reactants are [N:1]1[CH:6]=[CH:5][N:4]=[CH:3][C:2]=1[C:7]#[N:8].N1C=CC=CC=1.[SH:15][CH:16]([CH3:20])[C:17](O)=[O:18]. The catalyst is C(O)C. The product is [CH3:20][C:16]1[S:15][C:7]([C:2]2[CH:3]=[N:4][CH:5]=[CH:6][N:1]=2)=[N:8][C:17]=1[OH:18]. The yield is 0.971. (2) The reactants are [CH3:1][N:2](C)[CH2:3]CCN=C=NCC.ON1C2C=CC=CC=2N=N1.CNC.[CH2:25]([O:27][C:28]1[CH:29]=[C:30]([C:37]2[S:38][CH:39]=[C:40]([CH2:42][CH2:43][C:44]([C:46]3[CH:54]=[CH:53][CH:52]=[CH:51][C:47]=3[C:48](O)=[O:49])=[O:45])[N:41]=2)[CH:31]=[CH:32][C:33]=1[O:34][CH2:35][CH3:36])[CH3:26]. The catalyst is CN(C=O)C.C(OCC)(=O)C.O. The product is [CH2:25]([O:27][C:28]1[CH:29]=[C:30]([C:37]2[S:38][CH:39]=[C:40]([CH2:42][CH2:43][C:44]([C:46]3[CH:54]=[CH:53][CH:52]=[CH:51][C:47]=3[C:48]([N:2]([CH3:3])[CH3:1])=[O:49])=[O:45])[N:41]=2)[CH:31]=[CH:32][C:33]=1[O:34][CH2:35][CH3:36])[CH3:26]. The yield is 0.610. (3) The reactants are [CH2:1]([O:3][C:4](=[O:21])[C:5]1[CH:13]=[C:12]([C:14](=[O:20])[N:15]([CH3:19])[CH2:16][CH2:17][CH3:18])[CH:11]=[C:7]([C:8](O)=[O:9])[CH:6]=1)[CH3:2].ON1C2C=CC=CC=2N=N1.Cl.[CH3:33][N:34](C)[CH2:35][CH2:36][CH2:37]N=C=NCC.CNCCC. The catalyst is ClCCl. The product is [CH2:1]([O:3][C:4](=[O:21])[C:5]1[CH:6]=[C:7]([C:8](=[O:9])[N:34]([CH3:33])[CH2:35][CH2:36][CH3:37])[CH:11]=[C:12]([C:14](=[O:20])[N:15]([CH3:19])[CH2:16][CH2:17][CH3:18])[CH:13]=1)[CH3:2]. The yield is 0.900. (4) The reactants are [Cl-].O[NH3+:3].[C:4](=[O:7])([O-])[OH:5].[Na+].CS(C)=O.[CH2:13]([C:15]1[N:16]([C:40]2[CH:45]=[CH:44][C:43]([O:46][CH2:47][CH3:48])=[CH:42][CH:41]=2)[C:17](=[O:39])[C:18]([CH2:24][C:25]2[CH:30]=[CH:29][C:28]([C:31]3[C:32]([C:37]#[N:38])=[CH:33][CH:34]=[CH:35][CH:36]=3)=[CH:27][CH:26]=2)=[C:19]([CH2:21][CH2:22][CH3:23])[N:20]=1)[CH3:14]. The catalyst is C(OCC)(=O)C. The product is [CH2:13]([C:15]1[N:16]([C:40]2[CH:45]=[CH:44][C:43]([O:46][CH2:47][CH3:48])=[CH:42][CH:41]=2)[C:17](=[O:39])[C:18]([CH2:24][C:25]2[CH:30]=[CH:29][C:28]([C:31]3[CH:36]=[CH:35][CH:34]=[CH:33][C:32]=3[C:37]3[NH:3][C:4](=[O:7])[O:5][N:38]=3)=[CH:27][CH:26]=2)=[C:19]([CH2:21][CH2:22][CH3:23])[N:20]=1)[CH3:14]. The yield is 0.460. (5) No catalyst specified. The product is [Cl:15][C:13]1[CH:12]=[CH:11][C:10]([CH3:16])=[C:9]([C:4]2[N:5]=[C:6]([NH:27][CH3:26])[N:7]=[C:2]([NH:17][C:18]3[CH:25]=[CH:24][C:21]([CH2:22][OH:23])=[CH:20][CH:19]=3)[N:3]=2)[CH:14]=1. The yield is 0.810. The reactants are Cl[C:2]1[N:7]=[C:6](Cl)[N:5]=[C:4]([C:9]2[CH:14]=[C:13]([Cl:15])[CH:12]=[CH:11][C:10]=2[CH3:16])[N:3]=1.[NH2:17][C:18]1[CH:25]=[CH:24][C:21]([CH2:22][OH:23])=[CH:20][CH:19]=1.[CH3:26][NH2:27].